From a dataset of Forward reaction prediction with 1.9M reactions from USPTO patents (1976-2016). Predict the product of the given reaction. (1) Given the reactants Br[CH2:2][C:3](=O)[C:4]([O:6][CH2:7][CH3:8])=[O:5].[NH2:10][C:11]1[CH:16]=[CH:15][C:14]([N+:17]([O-:19])=[O:18])=[CH:13][N:12]=1, predict the reaction product. The product is: [N+:17]([C:14]1[CH:15]=[CH:16][C:11]2[N:12]([CH:2]=[C:3]([C:4]([O:6][CH2:7][CH3:8])=[O:5])[N:10]=2)[CH:13]=1)([O-:19])=[O:18]. (2) Given the reactants [CH3:1][O:2][C:3]1[CH:12]=[C:11]([O:13][CH3:14])[CH:10]=[C:9]2[C:4]=1[C:5](=O)[N:6]([C:15]1[CH:20]=[CH:19][C:18]([O:21][CH3:22])=[CH:17][CH:16]=1)[CH:7]=[N:8]2.COC1C=CC(P2(SP(C3C=CC(OC)=CC=3)(=S)S2)=[S:33])=CC=1, predict the reaction product. The product is: [CH3:1][O:2][C:3]1[CH:12]=[C:11]([O:13][CH3:14])[CH:10]=[C:9]2[C:4]=1[C:5](=[S:33])[N:6]([C:15]1[CH:20]=[CH:19][C:18]([O:21][CH3:22])=[CH:17][CH:16]=1)[CH:7]=[N:8]2. (3) Given the reactants [NH2:1][C:2]1[C:3]2[N:4]([C:8]([C@@H:26]3[CH2:30][CH2:29][CH2:28][NH:27]3)=[N:9][C:10]=2[C:11]2[CH:25]=[CH:24][C:14]([C:15]([NH:17][C:18]3[CH:23]=[CH:22][CH:21]=[CH:20][N:19]=3)=[O:16])=[CH:13][CH:12]=2)[CH:5]=[CH:6][N:7]=1.C(N(CC)CC)C.Cl.[N:39]1([CH2:44]/[CH:45]=[CH:46]/[C:47](O)=[O:48])[CH2:43][CH2:42][CH2:41][CH2:40]1.CN(C(ON1N=NC2C=CC=NC1=2)=[N+](C)C)C.F[P-](F)(F)(F)(F)F, predict the reaction product. The product is: [NH2:1][C:2]1[C:3]2[N:4]([C:8]([C@@H:26]3[CH2:30][CH2:29][CH2:28][N:27]3[C:47](=[O:48])/[CH:46]=[CH:45]/[CH2:44][N:39]3[CH2:43][CH2:42][CH2:41][CH2:40]3)=[N:9][C:10]=2[C:11]2[CH:25]=[CH:24][C:14]([C:15]([NH:17][C:18]3[CH:23]=[CH:22][CH:21]=[CH:20][N:19]=3)=[O:16])=[CH:13][CH:12]=2)[CH:5]=[CH:6][N:7]=1.